This data is from Forward reaction prediction with 1.9M reactions from USPTO patents (1976-2016). The task is: Predict the product of the given reaction. (1) Given the reactants [CH:1]1([N:5]2[CH2:11][CH2:10][CH2:9][N:8]([C:12]([N:14]3[CH2:17][CH:16]([OH:18])[CH2:15]3)=[O:13])[CH2:7][CH2:6]2)[CH2:4][CH2:3][CH2:2]1.[H-].[Na+].Br[CH2:22][C:23]1[CH:28]=[CH:27][C:26]([Cl:29])=[CH:25][CH:24]=1, predict the reaction product. The product is: [Cl:29][C:26]1[CH:27]=[CH:28][C:23]([CH2:22][O:18][CH:16]2[CH2:15][N:14]([C:12]([N:8]3[CH2:9][CH2:10][CH2:11][N:5]([CH:1]4[CH2:4][CH2:3][CH2:2]4)[CH2:6][CH2:7]3)=[O:13])[CH2:17]2)=[CH:24][CH:25]=1. (2) Given the reactants [CH3:1][O:2][C:3]1[CH:4]=[C:5]([C:19](=[N:21]O)[CH3:20])[CH:6]=[CH:7][C:8]=1[O:9][CH2:10][C:11]1[CH:12]=[N:13][C:14]([O:17][CH3:18])=[CH:15][CH:16]=1, predict the reaction product. The product is: [CH3:1][O:2][C:3]1[CH:4]=[C:5]([CH:19]([NH2:21])[CH3:20])[CH:6]=[CH:7][C:8]=1[O:9][CH2:10][C:11]1[CH:12]=[N:13][C:14]([O:17][CH3:18])=[CH:15][CH:16]=1. (3) Given the reactants [CH:1]1([CH2:4][NH:5][C:6](=[O:29])[NH:7][C:8]2[CH:28]=[CH:27][C:11]([C:12]([N:14]3[CH2:19][CH2:18][N:17](C(OC(C)(C)C)=O)[CH2:16][CH2:15]3)=[O:13])=[CH:10][CH:9]=2)[CH2:3][CH2:2]1.FC(F)(F)C(O)=O, predict the reaction product. The product is: [CH:1]1([CH2:4][NH:5][C:6]([NH:7][C:8]2[CH:9]=[CH:10][C:11]([C:12]([N:14]3[CH2:19][CH2:18][NH:17][CH2:16][CH2:15]3)=[O:13])=[CH:27][CH:28]=2)=[O:29])[CH2:2][CH2:3]1.